From a dataset of Forward reaction prediction with 1.9M reactions from USPTO patents (1976-2016). Predict the product of the given reaction. (1) Given the reactants [C:1]([C:9]1[CH:10]=[N:11][C:12]2[C:17]([C:18]=1[C:19]1[CH:20]=[C:21]([CH:24]=[CH:25][CH:26]=1)[CH:22]=O)=[CH:16][CH:15]=[CH:14][C:13]=2[C:27]([F:30])([F:29])[F:28])(=[O:8])[C:2]1[CH:7]=[CH:6][CH:5]=[CH:4][CH:3]=1.[NH2:31][C:32]1[CH:45]=[CH:44][C:35]([C:36]([NH:38][CH2:39][CH2:40][C:41]([OH:43])=[O:42])=[O:37])=[CH:34][CH:33]=1, predict the reaction product. The product is: [C:1]([C:9]1[CH:10]=[N:11][C:12]2[C:17]([C:18]=1[C:19]1[CH:20]=[C:21]([CH:24]=[CH:25][CH:26]=1)[CH2:22][NH:31][C:32]1[CH:33]=[CH:34][C:35]([C:36]([NH:38][CH2:39][CH2:40][C:41]([OH:43])=[O:42])=[O:37])=[CH:44][CH:45]=1)=[CH:16][CH:15]=[CH:14][C:13]=2[C:27]([F:30])([F:29])[F:28])(=[O:8])[C:2]1[CH:3]=[CH:4][CH:5]=[CH:6][CH:7]=1. (2) Given the reactants [F:1][C:2]1[CH:19]=[C:18]([F:20])[CH:17]=[CH:16][C:3]=1[NH:4][C:5]1[C:6]([C:13]([OH:15])=O)=[CH:7][N:8]([CH3:12])[C:9](=[O:11])[CH:10]=1.C1N=CN(C(N2C=NC=C2)=O)C=1.[NH2:33][CH2:34][CH2:35][CH2:36][OH:37], predict the reaction product. The product is: [F:1][C:2]1[CH:19]=[C:18]([F:20])[CH:17]=[CH:16][C:3]=1[NH:4][C:5]1[C:6]([C:13]([NH:33][CH2:34][CH2:35][CH2:36][OH:37])=[O:15])=[CH:7][N:8]([CH3:12])[C:9](=[O:11])[CH:10]=1. (3) Given the reactants [CH:1]1([N:6]2[C:10]3[N:11]=[C:12]([NH:15][C:16]4[N:21]=[CH:20][C:19]([N:22]5[CH2:27][CH2:26][N:25](C(OC(C)(C)C)=O)[CH2:24][CH2:23]5)=[CH:18][C:17]=4[CH3:35])[N:13]=[CH:14][C:9]=3[C:8]3[CH:36]=[CH:37][N:38]=[CH:39][C:7]2=3)[CH2:5][CH2:4][CH2:3][CH2:2]1.C(O)(C(F)(F)F)=O, predict the reaction product. The product is: [CH:1]1([N:6]2[C:10]3[N:11]=[C:12]([NH:15][C:16]4[C:17]([CH3:35])=[CH:18][C:19]([N:22]5[CH2:27][CH2:26][NH:25][CH2:24][CH2:23]5)=[CH:20][N:21]=4)[N:13]=[CH:14][C:9]=3[C:8]3[CH:36]=[CH:37][N:38]=[CH:39][C:7]2=3)[CH2:2][CH2:3][CH2:4][CH2:5]1. (4) The product is: [F:1][C:2]1[C:37]([F:38])=[CH:36][CH:35]=[CH:34][C:3]=1[CH2:4][S:5][C:6]1[N:11]=[C:10]([NH:12][S:13]([N:16]2[CH2:21][CH2:20][NH:19][CH2:18][CH2:17]2)(=[O:15])=[O:14])[CH:9]=[C:8]([O:29][CH2:30][CH2:31][CH2:32][OH:33])[N:7]=1. Given the reactants [F:1][C:2]1[C:37]([F:38])=[CH:36][CH:35]=[CH:34][C:3]=1[CH2:4][S:5][C:6]1[N:11]=[C:10]([NH:12][S:13]([N:16]2[CH2:21][CH2:20][N:19](C(OC(C)(C)C)=O)[CH2:18][CH2:17]2)(=[O:15])=[O:14])[CH:9]=[C:8]([O:29][CH2:30][CH2:31][CH2:32][OH:33])[N:7]=1.C(O)(C(F)(F)F)=O, predict the reaction product. (5) The product is: [NH2:24][C:8]1[N:7]=[C:6]([NH:5][CH2:1][CH2:2][CH2:3][CH3:4])[N:14]=[C:13]2[C:9]=1[NH:10][C:11](=[O:22])[N:12]2[CH2:15][CH2:16][CH:17]1[CH2:21][CH2:20][O:19][CH2:18]1. Given the reactants [CH2:1]([NH:5][C:6]1[N:14]=[C:13]2[C:9]([N:10]=[C:11]([O:22]C)[N:12]2[CH2:15][CH2:16][CH:17]2[CH2:21][CH2:20][O:19][CH2:18]2)=[C:8]([NH2:24])[N:7]=1)[CH2:2][CH2:3][CH3:4].Cl, predict the reaction product.